Dataset: Catalyst prediction with 721,799 reactions and 888 catalyst types from USPTO. Task: Predict which catalyst facilitates the given reaction. (1) Reactant: C(N(CC)C(C)C)(C)C.[Cl:10][C:11]1[CH:33]=[CH:32][C:14]([CH2:15][NH:16][C:17]([C:19]2[C:20](=[O:31])[C:21]3[CH:28]=[C:27]([CH2:29]Cl)[O:26][C:22]=3[N:23]([CH3:25])[CH:24]=2)=[O:18])=[CH:13][CH:12]=1.[CH3:34][C:35]1[CH:36]=[C:37]([CH:41]([OH:45])[CH2:42][NH:43][CH3:44])[O:38][C:39]=1[CH3:40].O. Product: [Cl:10][C:11]1[CH:33]=[CH:32][C:14]([CH2:15][NH:16][C:17]([C:19]2[C:20](=[O:31])[C:21]3[CH:28]=[C:27]([CH2:29][N:43]([CH2:42][CH:41]([C:37]4[O:38][C:39]([CH3:40])=[C:35]([CH3:34])[CH:36]=4)[OH:45])[CH3:44])[O:26][C:22]=3[N:23]([CH3:25])[CH:24]=2)=[O:18])=[CH:13][CH:12]=1. The catalyst class is: 3. (2) Reactant: [OH:1][B:2]1[C:6]2[CH:7]=[C:8]([OH:12])[CH:9]=[C:10]([CH3:11])[C:5]=2[CH:4]([CH2:13][C:14]([O:16][CH2:17][CH3:18])=[O:15])[O:3]1.[Cl:19][C:20]1[CH:25]=[C:24]([N+]([O-])=O)[CH:23]=[CH:22][N:21]=1.C(=O)([O-])[O-].[Cs+].[Cs+]. Product: [Cl:19][C:20]1[CH:25]=[C:24]([O:12][C:8]2[CH:9]=[C:10]([CH3:11])[C:5]3[CH:4]([CH2:13][C:14]([O:16][CH2:17][CH3:18])=[O:15])[O:3][B:2]([OH:1])[C:6]=3[CH:7]=2)[CH:23]=[CH:22][N:21]=1. The catalyst class is: 3. (3) Reactant: [C:1]([C:4]1([C:10]2[CH:15]=[CH:14][CH:13]=[CH:12][CH:11]=2)[CH2:9][CH2:8][NH:7][CH2:6][CH2:5]1)(=[O:3])[CH3:2].Br.Br[CH2:18][CH2:19][CH2:20][NH2:21].C(=O)([O-])[O-].[K+].[K+]. Product: [C:1]([C:4]1([C:10]2[CH:15]=[CH:14][CH:13]=[CH:12][CH:11]=2)[CH2:5][CH2:6][N:7]([CH2:18][CH2:19][CH2:20][NH2:21])[CH2:8][CH2:9]1)(=[O:3])[CH3:2]. The catalyst class is: 12.